From a dataset of Forward reaction prediction with 1.9M reactions from USPTO patents (1976-2016). Predict the product of the given reaction. (1) The product is: [F:1][C:2]1[C:11]2[O:10][CH2:9][C:8]([N+:15]([O-:17])=[O:16])=[CH:7][C:6]=2[C:5]([C:12]([NH2:14])=[O:13])=[CH:4][CH:3]=1. Given the reactants [F:1][C:2]1[C:11]2[O:10][CH2:9][CH:8]=[CH:7][C:6]=2[C:5]([C:12]([NH2:14])=[O:13])=[CH:4][CH:3]=1.[N:15]([O-:17])=[O:16].[Na+].II.C(OCC)(=O)C, predict the reaction product. (2) Given the reactants C(OC([N:8]1[CH2:17][CH2:16][C:15]2[C@:10]([CH2:28][O:29][CH3:30])([CH2:11][C:12]3[CH:20]=[N:19][N:18]([C:21]4[CH:26]=[CH:25][C:24]([F:27])=[CH:23][CH:22]=4)[C:13]=3[CH:14]=2)[CH2:9]1)=O)(C)(C)C.[Br:31][C:32]1[CH:33]=[C:34]([S:38](Cl)(=[O:40])=[O:39])[CH:35]=[N:36][CH:37]=1, predict the reaction product. The product is: [Br:31][C:32]1[CH:33]=[C:34]([S:38]([N:8]2[CH2:17][CH2:16][C:15]3[C@:10]([CH2:28][O:29][CH3:30])([CH2:11][C:12]4[CH:20]=[N:19][N:18]([C:21]5[CH:26]=[CH:25][C:24]([F:27])=[CH:23][CH:22]=5)[C:13]=4[CH:14]=3)[CH2:9]2)(=[O:40])=[O:39])[CH:35]=[N:36][CH:37]=1. (3) Given the reactants C(O[C:4]([CH:6]1[CH2:11][CH2:10][N:9]([CH2:12][C:13]2[CH:18]=[CH:17][C:16]([C@@H:19]3[O:28][C:23]4=[N:24][CH:25]=[CH:26][CH:27]=[C:22]4[O:21][CH2:20]3)=[CH:15][CH:14]=2)[CH2:8][CH2:7]1)=O)C.Cl.CC1([OH:37])CCNCC1, predict the reaction product. The product is: [O:21]1[C:22]2[C:23](=[N:24][CH:25]=[CH:26][CH:27]=2)[O:28][C@@H:19]([C:16]2[CH:17]=[CH:18][C:13]([CH2:12][N:9]3[CH2:10][CH2:11][C:6]([CH3:4])([OH:37])[CH2:7][CH2:8]3)=[CH:14][CH:15]=2)[CH2:20]1. (4) Given the reactants [CH3:1][CH:2]1[CH2:6][CH2:5][CH2:4][N:3]1[CH2:7][CH2:8][CH2:9][O:10][C:11]1[CH:16]=[CH:15][C:14]([C:17]2[S:18][C:19]3[CH2:24][CH2:23][CH:22]([NH2:25])[C:20]=3[N:21]=2)=[CH:13][CH:12]=1.C(N(CC)CC)C.[C:33](Cl)(=[O:35])[CH3:34], predict the reaction product. The product is: [CH3:1][CH:2]1[CH2:6][CH2:5][CH2:4][N:3]1[CH2:7][CH2:8][CH2:9][O:10][C:11]1[CH:16]=[CH:15][C:14]([C:17]2[S:18][C:19]3[CH2:24][CH2:23][CH:22]([NH:25][C:33](=[O:35])[CH3:34])[C:20]=3[N:21]=2)=[CH:13][CH:12]=1. (5) Given the reactants [CH:1](=O)[C:2]1[C:3](=[CH:5][CH:6]=[CH:7][CH:8]=1)[OH:4].[NH2:10][C:11]1[N:16]=[CH:15][N:14]=[C:13]2[N:17]([CH:27]3[CH2:32][CH2:31][N:30]([C:33]([O:35][C:36]([CH3:39])([CH3:38])[CH3:37])=[O:34])[CH2:29][CH2:28]3)[N:18]=[C:19]([C:20]3[CH:25]=[CH:24][C:23]([NH2:26])=[CH:22][CH:21]=3)[C:12]=12, predict the reaction product. The product is: [NH2:10][C:11]1[N:16]=[CH:15][N:14]=[C:13]2[N:17]([CH:27]3[CH2:32][CH2:31][N:30]([C:33]([O:35][C:36]([CH3:39])([CH3:38])[CH3:37])=[O:34])[CH2:29][CH2:28]3)[N:18]=[C:19]([C:20]3[CH:25]=[CH:24][C:23]([N:26]=[CH:1][C:2]4[CH:8]=[CH:7][CH:6]=[CH:5][C:3]=4[OH:4])=[CH:22][CH:21]=3)[C:12]=12. (6) Given the reactants [Br:1][C:2]1[CH:3]=[C:4]([C:8]2[CH:32]=[C:11]3[C:12]([O:24][S:25]([C:28]([F:31])([F:30])[F:29])(=[O:27])=[O:26])=[C:13]([C:17]([O:19]C(C)(C)C)=[O:18])[C:14]([CH3:16])=[CH:15][N:10]3[N:9]=2)[CH:5]=[CH:6][CH:7]=1.C(O)(C(F)(F)F)=O, predict the reaction product. The product is: [Br:1][C:2]1[CH:3]=[C:4]([C:8]2[CH:32]=[C:11]3[C:12]([O:24][S:25]([C:28]([F:31])([F:29])[F:30])(=[O:27])=[O:26])=[C:13]([C:17]([OH:19])=[O:18])[C:14]([CH3:16])=[CH:15][N:10]3[N:9]=2)[CH:5]=[CH:6][CH:7]=1.